The task is: Predict the reaction yield, written as a fraction of the theoretical maximum amount of product (1.0 means a 100% yield; for example, 0.34 means a 34% yield).. This data is from Reaction yield outcomes from USPTO patents with 853,638 reactions. The catalyst is C1COCC1.C(OCC)(=O)C. The reactants are [CH2:1]([N:3]1[C:7]([NH2:8])=[CH:6][CH:5]=[N:4]1)[CH3:2].[H-].[Na+].I[CH:12]([CH3:14])[CH3:13].O. The yield is 0.500. The product is [CH2:1]([N:3]1[C:7]([NH:8][CH:12]([CH3:14])[CH3:13])=[CH:6][CH:5]=[N:4]1)[CH3:2].